From a dataset of Catalyst prediction with 721,799 reactions and 888 catalyst types from USPTO. Predict which catalyst facilitates the given reaction. (1) Reactant: [OH:1][C:2]1[CH:7]=[CH:6][C:5]([CH:8]=[CH:9][C:10](=[O:25])[CH2:11][C:12](=[O:24])[CH:13]=[CH:14][C:15]2[CH:20]=[CH:19][C:18]([OH:21])=[C:17]([O:22][CH3:23])[CH:16]=2)=[CH:4][C:3]=1[O:26][CH3:27]. Product: [OH:21][C:18]1[CH:19]=[CH:20][C:15]([CH2:14][CH2:13][C:12](=[O:24])[CH2:11][C:10](=[O:25])[CH2:9][CH2:8][C:5]2[CH:6]=[CH:7][C:2]([OH:1])=[C:3]([O:26][CH3:27])[CH:4]=2)=[CH:16][C:17]=1[O:22][CH3:23]. The catalyst class is: 153. (2) Reactant: [C:1]([O:5][C:6](=[O:33])[NH:7][CH:8]1[CH2:13][CH2:12][CH:11]([NH:14][C:15](=[O:32])[C:16]2[CH:21]=[C:20]([OH:22])[CH:19]=[C:18]([O:23][C:24]3[CH:29]=[CH:28][C:27]([CH2:30][NH2:31])=[CH:26][CH:25]=3)[CH:17]=2)[CH2:10][CH2:9]1)([CH3:4])([CH3:3])[CH3:2].[H-].[Na+].[CH2:36]([O:38][C:39](Cl)=[O:40])[CH3:37]. Product: [C:1]([O:5][C:6](=[O:33])[NH:7][CH:8]1[CH2:13][CH2:12][CH:11]([NH:14][C:15](=[O:32])[C:16]2[CH:21]=[C:20]([OH:22])[CH:19]=[C:18]([O:23][C:24]3[CH:29]=[CH:28][C:27]([CH2:30][NH:31][C:39]([O:38][CH2:36][CH3:37])=[O:40])=[CH:26][CH:25]=3)[CH:17]=2)[CH2:10][CH2:9]1)([CH3:4])([CH3:2])[CH3:3]. The catalyst class is: 1. (3) Reactant: Br[C:2]1[C:7]2=[CH:8][N:9]([C:11]3[C:16]([F:17])=[CH:15][CH:14]=[CH:13][C:12]=3[Cl:18])[N:10]=[C:6]2[C:5]([F:19])=[CH:4][N:3]=1.[NH2:20][C:21]1[CH:26]=[C:25]([CH3:27])[N:24]=[C:23]([CH2:28][OH:29])[N:22]=1.CC1(C)C2C(=C(P(C3C=CC=CC=3)C3C=CC=CC=3)C=CC=2)OC2C(P(C3C=CC=CC=3)C3C=CC=CC=3)=CC=CC1=2.C(=O)([O-])[O-].[Cs+].[Cs+]. Product: [ClH:18].[Cl:18][C:12]1[CH:13]=[CH:14][CH:15]=[C:16]([F:17])[C:11]=1[N:9]1[CH:8]=[C:7]2[C:2]([NH:20][C:21]3[CH:26]=[C:25]([CH3:27])[N:24]=[C:23]([CH2:28][OH:29])[N:22]=3)=[N:3][CH:4]=[C:5]([F:19])[C:6]2=[N:10]1. The catalyst class is: 62. (4) Reactant: [OH:1][CH2:2][CH2:3][CH:4]1[CH2:9][CH2:8][C:7](=[O:10])[CH2:6][CH2:5]1.C(N(C(C)C)CC)(C)C.FC(F)(F)S(O[Si:26]([CH:33]([CH3:35])[CH3:34])([CH:30]([CH3:32])[CH3:31])[CH:27]([CH3:29])[CH3:28])(=O)=O. Product: [CH:27]([Si:26]([CH:33]([CH3:35])[CH3:34])([CH:30]([CH3:32])[CH3:31])[O:1][CH2:2][CH2:3][CH:4]1[CH2:9][CH2:8][C:7](=[O:10])[CH2:6][CH2:5]1)([CH3:29])[CH3:28]. The catalyst class is: 2. (5) Reactant: [C:1]([C:4]1[S:28][C:7]2=[C:8]([N:12]3[CH2:17][CH2:16][CH:15]([CH2:18][CH2:19][NH:20]C(=O)OC(C)(C)C)[CH2:14][CH2:13]3)[N:9]=[CH:10][CH:11]=[C:6]2[CH:5]=1)(=[O:3])[NH2:2]. Product: [NH2:20][CH2:19][CH2:18][CH:15]1[CH2:16][CH2:17][N:12]([C:8]2[N:9]=[CH:10][CH:11]=[C:6]3[CH:5]=[C:4]([C:1]([NH2:2])=[O:3])[S:28][C:7]=23)[CH2:13][CH2:14]1. The catalyst class is: 209. (6) Reactant: [CH3:1][C:2]([C:12]1[CH:17]=[CH:16][N:15]2[C:18]([C:21]3[CH:26]=[CH:25][N:24]=[C:23]([C:27]4[CH:32]=[CH:31][CH:30]=[C:29]([N+:33]([O-:35])=[O:34])[CH:28]=4)[N:22]=3)=[CH:19][N:20]=[C:14]2[N:13]=1)([O:4][Si](CC)(CC)CC)[CH3:3]. The catalyst class is: 811. Product: [N+:33]([C:29]1[CH:28]=[C:27]([C:23]2[N:22]=[C:21]([C:18]3[N:15]4[CH:16]=[CH:17][C:12]([C:2]([OH:4])([CH3:1])[CH3:3])=[N:13][C:14]4=[N:20][CH:19]=3)[CH:26]=[CH:25][N:24]=2)[CH:32]=[CH:31][CH:30]=1)([O-:35])=[O:34]. (7) Reactant: CC(C)([O-])C.[K+].[CH3:7][O:8][C:9]1[CH:14]=[CH:13][C:12](/[CH:15]=[CH:16]/[CH:17]=O)=[CH:11][CH:10]=1.[C:19]([CH2:21][C:22]([NH2:24])=[O:23])#[N:20].O=O. Product: [CH3:7][O:8][C:9]1[CH:14]=[CH:13][C:12]([C:15]2[CH:16]=[CH:17][NH:24][C:22](=[O:23])[C:21]=2[C:19]#[N:20])=[CH:11][CH:10]=1. The catalyst class is: 16.